Predict the reactants needed to synthesize the given product. From a dataset of Full USPTO retrosynthesis dataset with 1.9M reactions from patents (1976-2016). (1) The reactants are: Br[C:2]1[NH:10][C:9]2[C:4](=[N:5][CH:6]=[N:7][C:8]=2[NH2:11])[N:3]=1.[NH2:12][NH2:13]. Given the product [NH:12]([C:2]1[NH:3][C:4]2[C:9]([N:10]=1)=[C:8]([NH2:11])[N:7]=[CH:6][N:5]=2)[NH2:13], predict the reactants needed to synthesize it. (2) The reactants are: [NH2:1][CH2:2][C@H:3]1[N:8]([C:9]([C:11]2[N:12]=[C:13]([CH3:23])[S:14][C:15]=2[C:16]2[CH:17]=[C:18]([CH3:22])[CH:19]=[CH:20][CH:21]=2)=[O:10])[CH2:7][C@H:6]2[C@@H:4]1[CH2:5]2.[Cl:24][C:25]1[CH:33]=[CH:32][C:28]([C:29](O)=[O:30])=[CH:27][CH:26]=1. Given the product [Cl:24][C:25]1[CH:33]=[CH:32][C:28]([C:29]([NH:1][CH2:2][C@H:3]2[N:8]([C:9]([C:11]3[N:12]=[C:13]([CH3:23])[S:14][C:15]=3[C:16]3[CH:17]=[C:18]([CH3:22])[CH:19]=[CH:20][CH:21]=3)=[O:10])[CH2:7][C@H:6]3[C@@H:4]2[CH2:5]3)=[O:30])=[CH:27][CH:26]=1, predict the reactants needed to synthesize it. (3) Given the product [F:1][C:2]1[C:3]([NH:23][C:24]2[CH:29]=[CH:28][C:27]([I:30])=[CH:26][C:25]=2[F:31])=[C:4]([CH:12]=[C:13]([CH2:16][NH:17][O:18][CH2:19][CH2:20][S:21][CH3:22])[C:14]=1[F:15])[C:5]([NH:7][O:8][CH2:9][CH2:10][OH:11])=[O:6], predict the reactants needed to synthesize it. The reactants are: [F:1][C:2]1[C:3]([NH:23][C:24]2[CH:29]=[CH:28][C:27]([I:30])=[CH:26][C:25]=2[F:31])=[C:4]([CH:12]=[C:13](/[CH:16]=[N:17]/[O:18][CH2:19][CH2:20][S:21][CH3:22])[C:14]=1[F:15])[C:5]([NH:7][O:8][CH2:9][CH2:10][OH:11])=[O:6].ClC(Cl)C(O)=O.